From a dataset of Catalyst prediction with 721,799 reactions and 888 catalyst types from USPTO. Predict which catalyst facilitates the given reaction. (1) Reactant: [Br:1][C:2]1[CH:11]=[C:10]2[C:5]([CH2:6][C:7](=[O:12])[NH:8][CH2:9]2)=[CH:4][CH:3]=1.CO[CH:15](OC)[N:16]([CH3:18])[CH3:17]. Product: [Br:1][C:2]1[CH:11]=[C:10]2[C:5]([C:6](=[CH:15][N:16]([CH3:18])[CH3:17])[C:7](=[O:12])[NH:8][CH2:9]2)=[CH:4][CH:3]=1. The catalyst class is: 9. (2) Reactant: [C:1]([O:4][C:5]1[CH:10]=[CH:9][C:8]([N:11]2[C:14](=[O:15])[C@H:13]([CH2:16][CH2:17][C@H:18]([O:26][C:27](=[O:29])[CH3:28])[C:19]3[CH:24]=[CH:23][C:22]([F:25])=[CH:21][CH:20]=3)[C@H:12]2[C:30]2[CH:35]=[CH:34][C:33]([Br:36])=[CH:32][C:31]=2[O:37]CC=C)=[CH:7][CH:6]=1)(=[O:3])[CH3:2].N1CCOCC1. Product: [C:1]([O:4][C:5]1[CH:6]=[CH:7][C:8]([N:11]2[C:14](=[O:15])[C@H:13]([CH2:16][CH2:17][C@H:18]([O:26][C:27](=[O:29])[CH3:28])[C:19]3[CH:24]=[CH:23][C:22]([F:25])=[CH:21][CH:20]=3)[C@H:12]2[C:30]2[CH:35]=[CH:34][C:33]([Br:36])=[CH:32][C:31]=2[OH:37])=[CH:9][CH:10]=1)(=[O:3])[CH3:2]. The catalyst class is: 7. (3) Reactant: Cl[C:2]1[CH:11]=[CH:10][N:9]=[C:8]2[C:3]=1[CH:4]=[CH:5][C:6]([CH2:12][CH2:13][CH3:14])=[N:7]2.[NH2:15][C:16]1[CH:21]=[C:20]([O:22][CH2:23][C:24]2[CH:29]=[CH:28][CH:27]=[CH:26][C:25]=2[Br:30])[CH:19]=[CH:18][C:17]=1[S:31][C:32]1[CH:37]=[CH:36][C:35]([NH:38][C:39](=[O:41])[CH3:40])=[CH:34][CH:33]=1. Product: [Br:30][C:25]1[CH:26]=[CH:27][CH:28]=[CH:29][C:24]=1[CH2:23][O:22][C:20]1[CH:19]=[CH:18][C:17]([S:31][C:32]2[CH:33]=[CH:34][C:35]([NH:38][C:39](=[O:41])[CH3:40])=[CH:36][CH:37]=2)=[C:16]([NH:15][C:2]2[C:3]3[C:8](=[N:7][C:6]([CH2:12][CH2:13][CH3:14])=[CH:5][CH:4]=3)[N:9]=[CH:10][CH:11]=2)[CH:21]=1. The catalyst class is: 8. (4) The catalyst class is: 178. Product: [CH2:39]([O:38][C:36]([C:23]1([CH2:22][O:21][C:15]2[CH:14]=[C:13]3[C:18]([CH2:19][CH2:20][NH:11][CH2:12]3)=[CH:17][CH:16]=2)[CH2:28][CH2:27][N:26]([C:29]2[CH:34]=[CH:33][N:32]=[CH:31][N:30]=2)[CH2:25][CH2:24]1)=[O:37])[CH3:40]. Reactant: C(OC([N:11]1[CH2:20][CH2:19][C:18]2[C:13](=[CH:14][C:15]([O:21][CH2:22][C:23]3([C:36]([O:38][CH2:39][CH3:40])=[O:37])[CH2:28][CH2:27][N:26]([C:29]4[CH:34]=[CH:33][N:32]=[C:31](Cl)[N:30]=4)[CH2:25][CH2:24]3)=[CH:16][CH:17]=2)[CH2:12]1)=O)C1C=CC=CC=1.C([O-])=O.[NH4+]. (5) Reactant: [NH:1]1[CH2:6][CH2:5][CH2:4][CH2:3][CH:2]1[C:7]1[S:11][C:10]([C:12]([O:14][CH3:15])=[O:13])=[CH:9][CH:8]=1.C(=O)([O-])[O-].[K+].[K+].Cl[C:23]([O:25][CH2:26][C:27]1[CH:32]=[CH:31][CH:30]=[CH:29][CH:28]=1)=[O:24].N1CCNCC1. Product: [CH3:15][O:14][C:12]([C:10]1[S:11][C:7]([CH:2]2[CH2:3][CH2:4][CH2:5][CH2:6][N:1]2[C:23]([O:25][CH2:26][C:27]2[CH:32]=[CH:31][CH:30]=[CH:29][CH:28]=2)=[O:24])=[CH:8][CH:9]=1)=[O:13]. The catalyst class is: 127. (6) Reactant: [OH:1][CH2:2][C:3]1[CH:12]=[CH:11][C:10]2[C:5](=[CH:6][C:7]3[CH2:24][C@:14]4([C:22]5[C:17](=[N:18][CH:19]=[CH:20][CH:21]=5)[NH:16][C:15]4=[O:23])[CH2:13][C:8]=3[CH:9]=2)[N:4]=1.[H-].[Na+].[CH3:27][Si:28]([CH3:35])([CH3:34])[CH2:29][CH2:30][O:31][CH2:32]Cl. Product: [NH4+:4].[OH-:1].[OH:1][CH2:2][C:3]1[CH:12]=[CH:11][C:10]2[C:5](=[CH:6][C:7]3[CH2:24][C@:14]4([C:22]5[C:17](=[N:18][CH:19]=[CH:20][CH:21]=5)[N:16]([CH2:32][O:31][CH2:30][CH2:29][Si:28]([CH3:35])([CH3:34])[CH3:27])[C:15]4=[O:23])[CH2:13][C:8]=3[CH:9]=2)[N:4]=1. The catalyst class is: 3. (7) Reactant: [Br:1][C:2]1[CH:3]=[C:4]2[C:10]([I:11])=[CH:9][NH:8][C:5]2=[N:6][CH:7]=1.[H-].[Na+].[CH3:14][Si:15]([CH3:22])([CH3:21])[CH2:16][CH2:17][O:18][CH2:19]Cl.[Cl-].[NH4+]. Product: [Br:1][C:2]1[CH:3]=[C:4]2[C:10]([I:11])=[CH:9][N:8]([CH2:19][O:18][CH2:17][CH2:16][Si:15]([CH3:22])([CH3:21])[CH3:14])[C:5]2=[N:6][CH:7]=1. The catalyst class is: 111. (8) Reactant: [CH3:1][C:2]1[C:7]([CH3:8])=[C:6]([O:9][CH2:10][C:11]([F:14])([F:13])[F:12])[CH:5]=[CH:4][N+:3]=1[O-].[CH3:16][C:17]([O:19]C(C)=O)=[O:18]. Product: [C:17]([O:19][CH2:1][C:2]1[C:7]([CH3:8])=[C:6]([O:9][CH2:10][C:11]([F:14])([F:13])[F:12])[CH:5]=[CH:4][N:3]=1)(=[O:18])[CH3:16]. The catalyst class is: 172. (9) Reactant: [CH3:1][CH:2]1[CH2:8][C:7](=[O:9])[O:6][C:4](=[O:5])[CH2:3]1.[CH3:10][N:11]1[CH2:16][CH2:15][NH:14][CH2:13][CH2:12]1. Product: [CH3:1][CH:2]([CH2:3][C:4]([N:14]1[CH2:15][CH2:16][N:11]([CH3:10])[CH2:12][CH2:13]1)=[O:5])[CH2:8][C:7]([OH:6])=[O:9]. The catalyst class is: 12.